From a dataset of Catalyst prediction with 721,799 reactions and 888 catalyst types from USPTO. Predict which catalyst facilitates the given reaction. (1) Reactant: [Cl:1][C:2]1[N:7]=[CH:6][C:5]([C:8]([O:10]CC)=[CH2:9])=[CH:4][N:3]=1.O1CCCC1.[Br:18]N1C(=O)CCC1=O. Product: [Br:18][CH2:10][C:8]([C:5]1[CH:4]=[N:3][C:2]([Cl:1])=[N:7][CH:6]=1)=[O:9]. The catalyst class is: 6. (2) Reactant: Cl[CH2:2][C:3]1[CH:4]=[C:5]([C:9]2[CH:10]=[C:11]3[C:16](=[CH:17][CH:18]=2)[N:15]([CH3:19])[C:14](=[O:20])[CH2:13][CH2:12]3)[CH:6]=[N:7][CH:8]=1.[F:21][C:22]1[CH:23]=[CH:24][C:25]([OH:28])=[N:26][CH:27]=1.C([O-])([O-])=O.[K+].[K+]. Product: [F:21][C:22]1[CH:23]=[CH:24][C:25]([O:28][CH2:2][C:3]2[CH:4]=[C:5]([C:9]3[CH:10]=[C:11]4[C:16](=[CH:17][CH:18]=3)[N:15]([CH3:19])[C:14](=[O:20])[CH2:13][CH2:12]4)[CH:6]=[N:7][CH:8]=2)=[N:26][CH:27]=1. The catalyst class is: 3. (3) Reactant: [O:1]=[C:2]1[NH:8][C:7]2[CH:9]=[CH:10][C:11]([C:13]([O:15][CH3:16])=[O:14])=[CH:12][C:6]=2[CH2:5][NH:4][CH2:3]1.[CH:17]1([C:23](O)=[O:24])[CH2:22][CH2:21][CH2:20][CH2:19][CH2:18]1.CCN(C(C)C)C(C)C.CN(C(ON1N=NC2C=CC=CC1=2)=[N+](C)C)C.F[P-](F)(F)(F)(F)F. Product: [CH:17]1([C:23]([N:4]2[CH2:5][C:6]3[CH:12]=[C:11]([C:13]([O:15][CH3:16])=[O:14])[CH:10]=[CH:9][C:7]=3[NH:8][C:2](=[O:1])[CH2:3]2)=[O:24])[CH2:22][CH2:21][CH2:20][CH2:19][CH2:18]1. The catalyst class is: 18. (4) Reactant: [NH2:1][C:2]1[N:7]=[CH:6][C:5]([O:8][C:9]2[CH:10]=[CH:11][C:12]([NH:19][C:20]3[CH:25]=[CH:24][C:23]([F:26])=[C:22]([F:27])[CH:21]=3)=[C:13]([CH:18]=2)[C:14]([O:16][CH3:17])=[O:15])=[CH:4][CH:3]=1.[Cl:28][C:29]1[C:30]([CH3:39])=[C:31]([S:35](Cl)(=[O:37])=[O:36])[CH:32]=[CH:33][CH:34]=1. Product: [Cl:28][C:29]1[C:30]([CH3:39])=[C:31]([S:35]([NH:1][C:2]2[N:7]=[CH:6][C:5]([O:8][C:9]3[CH:10]=[CH:11][C:12]([NH:19][C:20]4[CH:25]=[CH:24][C:23]([F:26])=[C:22]([F:27])[CH:21]=4)=[C:13]([CH:18]=3)[C:14]([O:16][CH3:17])=[O:15])=[CH:4][CH:3]=2)(=[O:37])=[O:36])[CH:32]=[CH:33][CH:34]=1. The catalyst class is: 17. (5) Reactant: Cl.Br[C:3]1[CH:8]=[CH:7][N:6]=[CH:5][CH:4]=1.C(N(CC)CC)C.[C:16]1([C:22]#[CH:23])[CH:21]=[CH:20][CH:19]=[CH:18][CH:17]=1. Product: [C:16]1([C:22]#[C:23][C:3]2[CH:8]=[CH:7][N:6]=[CH:5][CH:4]=2)[CH:21]=[CH:20][CH:19]=[CH:18][CH:17]=1. The catalyst class is: 128. (6) Reactant: [NH2:1][C:2]1[C:3]([C:9]#[N:10])=[N:4][CH:5]=[C:6]([Br:8])[CH:7]=1.NC1C(C(N)=O)=NC=C(Br)C=1.P12(SP3(SP(SP(S3)(S1)=S)(=S)S2)=S)=[S:23]. Product: [NH2:1][C:2]1[C:3]([C:9](=[S:23])[NH2:10])=[N:4][CH:5]=[C:6]([Br:8])[CH:7]=1. The catalyst class is: 8. (7) Product: [Br:1][C:2]1[CH:3]=[C:4]([CH:8]=[CH:9][CH:10]=1)[CH2:5][CH2:6][NH:7][C:20](=[O:21])[C:19]([F:30])([F:29])[F:18]. Reactant: [Br:1][C:2]1[CH:3]=[C:4]([CH:8]=[CH:9][CH:10]=1)[CH2:5][CH2:6][NH2:7].C(NC(C)C)(C)C.[F:18][C:19]([F:30])([F:29])[C:20](O[C:20](=[O:21])[C:19]([F:30])([F:29])[F:18])=[O:21]. The catalyst class is: 2.